This data is from Peptide-MHC class II binding affinity with 134,281 pairs from IEDB. The task is: Regression. Given a peptide amino acid sequence and an MHC pseudo amino acid sequence, predict their binding affinity value. This is MHC class II binding data. The binding affinity (normalized) is 0.671. The peptide sequence is NRASLMQLISTNVFG. The MHC is HLA-DPA10201-DPB10101 with pseudo-sequence HLA-DPA10201-DPB10101.